Task: Binary Classification. Given a T-cell receptor sequence (or CDR3 region) and an epitope sequence, predict whether binding occurs between them.. Dataset: TCR-epitope binding with 47,182 pairs between 192 epitopes and 23,139 TCRs (1) The epitope is CINGVCWTV. The TCR CDR3 sequence is CASSAGTASYEQYF. Result: 0 (the TCR does not bind to the epitope). (2) The epitope is TLVPQEHYV. The TCR CDR3 sequence is CASSEGNTNYGYTF. Result: 1 (the TCR binds to the epitope). (3) The epitope is LPRRSGAAGA. The TCR CDR3 sequence is CASSPGLSVGEQFF. Result: 0 (the TCR does not bind to the epitope). (4) The epitope is KRWIIMGLNK. The TCR CDR3 sequence is CASSLFSGPSQTQYF. Result: 0 (the TCR does not bind to the epitope). (5) The epitope is QYDPVAALF. The TCR CDR3 sequence is CASSDQTGDAYEQYF. Result: 0 (the TCR does not bind to the epitope). (6) The epitope is EIYKRWII. The TCR CDR3 sequence is CSARDSRLEWDTQYF. Result: 1 (the TCR binds to the epitope). (7) The epitope is ALLADKFPV. The TCR CDR3 sequence is CASTSYRQGLDYGYTF. Result: 0 (the TCR does not bind to the epitope).